Predict the product of the given reaction. From a dataset of Forward reaction prediction with 1.9M reactions from USPTO patents (1976-2016). (1) Given the reactants [CH3:1][C:2]([Si:5](Cl)([CH3:7])[CH3:6])([CH3:4])[CH3:3].[Br:9][C:10]1[CH:11]=[C:12]([CH:17]=[C:18]([OH:20])[CH:19]=1)[C:13]([O:15][CH3:16])=[O:14].N1C=CN=C1, predict the reaction product. The product is: [Br:9][C:10]1[CH:11]=[C:12]([CH:17]=[C:18]([O:20][Si:5]([C:2]([CH3:4])([CH3:3])[CH3:1])([CH3:7])[CH3:6])[CH:19]=1)[C:13]([O:15][CH3:16])=[O:14]. (2) Given the reactants [Br:1][C:2]1[CH:3]=[N:4][C:5](Cl)=[N:6][CH:7]=1.Cl.[F:10][CH:11]1[CH2:14][NH:13][CH2:12]1, predict the reaction product. The product is: [Br:1][C:2]1[CH:3]=[N:4][C:5]([N:13]2[CH2:14][CH:11]([F:10])[CH2:12]2)=[N:6][CH:7]=1. (3) Given the reactants Cl[C:2]1[N:3]=[C:4]([NH:12][CH:13]2[CH2:18][CH2:17][CH2:16][CH2:15][CH2:14]2)[C:5]2[S:10][CH:9]=[C:8]([CH3:11])[C:6]=2[N:7]=1.[CH2:19]([NH:22][CH2:23][CH:24]=[CH2:25])[CH:20]=[CH2:21].C(=O)([O-])O.[Na+], predict the reaction product. The product is: [CH2:19]([N:22]([CH2:23][CH:24]=[CH2:25])[C:2]1[N:3]=[C:4]([NH:12][CH:13]2[CH2:18][CH2:17][CH2:16][CH2:15][CH2:14]2)[C:5]2[S:10][CH:9]=[C:8]([CH3:11])[C:6]=2[N:7]=1)[CH:20]=[CH2:21]. (4) Given the reactants [CH3:1][C:2]1[CH:7]=[CH:6][C:5]([C:8]2[CH:13]=[CH:12][C:11]([C:14]([F:17])([F:16])[F:15])=[CH:10][CH:9]=2)=[C:4]([C:18]([NH:20][C:21]2[CH:22]=[CH:23][C:24]([NH:27][C:28](=O)[O-])=[N:25][CH:26]=2)=[O:19])[CH:3]=1.F[C:32](F)(F)[C:33](O)=O, predict the reaction product. The product is: [NH2:27][C:24]1[N:25]=[C:33]([CH2:32][CH2:28][NH:27][C:24]2[N:25]=[CH:26][C:21]([NH:20][C:18]([C:4]3[C:5]([C:8]4[CH:9]=[CH:10][C:11]([C:14]([F:15])([F:17])[F:16])=[CH:12][CH:13]=4)=[CH:6][CH:7]=[C:2]([CH3:1])[CH:3]=3)=[O:19])=[CH:22][CH:23]=2)[CH:21]=[CH:22][CH:23]=1. (5) Given the reactants [NH2:1][C:2]1[N:6]=[CH:5][NH:4][N:3]=1.[CH:7]1([N+:13]#[C-:14])[CH2:12][CH2:11][CH2:10][CH2:9][CH2:8]1.[CH:15]([C:17]1[CH:22]=[CH:21][C:20]([NH:23][C:24](=[O:26])[CH3:25])=[CH:19][CH:18]=1)=O, predict the reaction product. The product is: [CH:7]1([NH:13][C:14]2[N:3]3[NH:4][CH:5]=[N:6][C:2]3=[N:1][C:15]=2[C:17]2[CH:18]=[CH:19][C:20]([NH:23][C:24](=[O:26])[CH3:25])=[CH:21][CH:22]=2)[CH2:12][CH2:11][CH2:10][CH2:9][CH2:8]1. (6) Given the reactants [OH:1][C:2]1[C:3]([O:15][CH3:16])=[CH:4][C:5]([N+:12]([O-:14])=[O:13])=[C:6]([CH:11]=1)[C:7]([O:9][CH3:10])=[O:8].[CH2:17](Cl)[C:18]1[CH:23]=[CH:22][CH:21]=[CH:20][CH:19]=1.C([O-])([O-])=O.[K+].[K+].[I-].[K+], predict the reaction product. The product is: [CH2:17]([O:1][C:2]1[C:3]([O:15][CH3:16])=[CH:4][C:5]([N+:12]([O-:14])=[O:13])=[C:6]([CH:11]=1)[C:7]([O:9][CH3:10])=[O:8])[C:18]1[CH:23]=[CH:22][CH:21]=[CH:20][CH:19]=1.